This data is from Forward reaction prediction with 1.9M reactions from USPTO patents (1976-2016). The task is: Predict the product of the given reaction. The product is: [CH3:8][O:9][C:10]([C:12]1[CH:13]=[C:14]([CH3:34])[C:15]2[O:21][C:20]3[C:22]([Cl:30])=[CH:23][C:24]([NH:26][CH2:27][CH2:28][NH:1][CH2:2][C:3]4[S:4][CH:5]=[CH:6][CH:7]=4)=[CH:25][C:19]=3[CH2:18][S:17](=[O:31])(=[O:32])[C:16]=2[CH:33]=1)=[O:11]. Given the reactants [NH2:1][CH2:2][C:3]1[S:4][CH:5]=[CH:6][CH:7]=1.[CH3:8][O:9][C:10]([C:12]1[CH:13]=[C:14]([CH3:34])[C:15]2[O:21][C:20]3[C:22]([Cl:30])=[CH:23][C:24]([NH:26][CH2:27][CH2:28]Cl)=[CH:25][C:19]=3[CH2:18][S:17](=[O:32])(=[O:31])[C:16]=2[CH:33]=1)=[O:11], predict the reaction product.